From a dataset of Forward reaction prediction with 1.9M reactions from USPTO patents (1976-2016). Predict the product of the given reaction. (1) The product is: [O:1]=[C:2]1[C:11]2[C:6](=[CH:7][CH:8]=[C:9]([CH:12]=[C:13]=[CH:14][C:15]3[CH:20]=[CH:19][CH:18]=[CH:17][CH:16]=3)[CH:10]=2)[N:5]=[CH:4][N:3]1[CH2:21][C:22]1[CH:23]=[CH:24][C:25]([C:26]([OH:28])=[O:27])=[CH:30][CH:31]=1. Given the reactants [O:1]=[C:2]1[C:11]2[C:6](=[CH:7][CH:8]=[C:9]([C:12]#[C:13][CH2:14][C:15]3[CH:20]=[CH:19][CH:18]=[CH:17][CH:16]=3)[CH:10]=2)[N:5]=[CH:4][N:3]1[CH2:21][C:22]1[CH:31]=[CH:30][C:25]([C:26]([O:28]C)=[O:27])=[CH:24][CH:23]=1.O.[Li+].[OH-].Cl, predict the reaction product. (2) Given the reactants [CH3:1][N:2]([CH3:15])[CH2:3][CH2:4][NH:5][C:6]1[CH:11]=[CH:10][CH:9]=[CH:8][C:7]=1[N+:12]([O-])=O.NN.[O-]S([O-])(=O)=O.[Mg+2], predict the reaction product. The product is: [CH3:1][N:2]([CH3:15])[CH2:3][CH2:4][NH:5][C:6]1[C:7]([NH2:12])=[CH:8][CH:9]=[CH:10][CH:11]=1. (3) Given the reactants Cl[C:2]1[CH:7]=[CH:6][C:5]([N+:8]([O-:10])=[O:9])=[C:4]([F:11])[CH:3]=1.[C:12]1(B(O)O)[CH:17]=[CH:16][CH:15]=[CH:14][CH:13]=1.O.P([O-])([O-])([O-])=O.[K+].[K+].[K+].C1(C)C=CC=CC=1, predict the reaction product. The product is: [F:11][C:4]1[CH:3]=[C:2]([C:12]2[CH:17]=[CH:16][CH:15]=[CH:14][CH:13]=2)[CH:7]=[CH:6][C:5]=1[N+:8]([O-:10])=[O:9]. (4) Given the reactants N1C2[C:4](=[CH:5][C:6]([NH:10][C:11]3[C:20]4[C:15](=[CH:16][CH:17]=[CH:18][CH:19]=4)[N:14]=[C:13]([C:21]4[CH:22]=[C:23]([CH:29]=[CH:30][CH:31]=4)[O:24][CH2:25][C:26]([OH:28])=O)[N:12]=3)=CC=2)[CH:3]=[N:2]1.[CH2:32]1C[N:35]([P+](ON2N=NC3C=CC=CC2=3)([N:35]2C[CH2:32][CH2:33][CH2:34]2)[N:35]2C[CH2:32][CH2:33][CH2:34]2)[CH2:34][CH2:33]1.F[P-](F)(F)(F)(F)F.CCN(C(C)C)C(C)C.[CH2:74]([NH2:77])[C:75]#[CH:76], predict the reaction product. The product is: [NH:77]1[C:74]2[C:4](=[CH:5][C:6]([NH:10][C:11]3[C:20]4[C:15](=[CH:16][CH:17]=[CH:18][CH:19]=4)[N:14]=[C:13]([C:21]4[CH:22]=[C:23]([CH:29]=[CH:30][CH:31]=4)[O:24][CH2:25][C:26]([NH:35][CH2:34][C:33]#[CH:32])=[O:28])[N:12]=3)=[CH:76][CH:75]=2)[CH:3]=[N:2]1. (5) Given the reactants [Cl-].C([NH:5][C:6]1[CH:25]=[CH:24][C:9]([NH:10][C:11]2[C:20]3[C:15](=[CH:16][CH:17]=C([N+]([O-])=O)[CH:19]=3)[NH+:14]=[CH:13][CH:12]=2)=[CH:8][CH:7]=1)(=O)C.[C:26]([C:29]1[CH:30]=[C:31]([CH:35]=[CH:36][CH:37]=1)[C:32]([OH:34])=O)(=[O:28])[CH3:27].CCN=C=NCCCN(C)C.C(Cl)[Cl:50].CO.[CH3:54][N:55]([CH:57]=O)[CH3:56], predict the reaction product. The product is: [Cl-:50].[C:26]([C:29]1[CH:30]=[C:31]([CH:35]=[CH:36][CH:37]=1)[C:32]([NH:5][C:6]1[CH:25]=[CH:24][C:9]([NH:10][C:11]2[C:20]3[C:15](=[CH:16][CH:17]=[C:57]([N:55]([CH3:56])[CH3:54])[CH:19]=3)[NH+:14]=[CH:13][CH:12]=2)=[CH:8][CH:7]=1)=[O:34])(=[O:28])[CH3:27]. (6) Given the reactants [CH3:1][C:2]1[NH:3][C:4]([C:15]2[CH:20]=[CH:19][CH:18]=[CH:17][C:16]=2[O:21][C:22]2[CH:27]=[CH:26][CH:25]=[CH:24][CH:23]=2)=[C:5]2[CH:10]=[C:9]([C:11](O)=[O:12])[NH:8][C:7](=[O:14])[C:6]=12.C(N1C=CN=C1)(N1C=CN=C1)=O.O/[N:41]=[C:42](\[NH2:49])/[C:43]1[CH:48]=[CH:47][CH:46]=[CH:45][CH:44]=1.[O-]P([O-])([O-])=O.[O-]P([O-])([O-])=O.[Ca+2].[Ca+2].[Ca+2], predict the reaction product. The product is: [CH3:1][C:2]1[NH:3][C:4]([C:15]2[CH:20]=[CH:19][CH:18]=[CH:17][C:16]=2[O:21][C:22]2[CH:27]=[CH:26][CH:25]=[CH:24][CH:23]=2)=[C:5]2[CH:10]=[C:9]([C:11]3[O:12][N:49]=[C:42]([C:43]4[CH:48]=[CH:47][CH:46]=[CH:45][CH:44]=4)[N:41]=3)[NH:8][C:7](=[O:14])[C:6]=12. (7) Given the reactants [H-].[Na+].[CH:3]1([OH:9])[CH2:7][CH2:6][CH:5]([OH:8])[CH2:4]1.[Si:10](Cl)([C:13]([CH3:16])([CH3:15])[CH3:14])([CH3:12])[CH3:11], predict the reaction product. The product is: [Si:10]([O:8][CH:5]1[CH2:6][CH2:7][CH:3]([OH:9])[CH2:4]1)([C:13]([CH3:16])([CH3:15])[CH3:14])([CH3:12])[CH3:11].